From a dataset of Forward reaction prediction with 1.9M reactions from USPTO patents (1976-2016). Predict the product of the given reaction. (1) Given the reactants [I:1][C:2]1[C:10]2[C:5](=[CH:6][CH:7]=[C:8]([C:11]([OH:13])=O)[CH:9]=2)[NH:4][N:3]=1.Cl.[Cl:15][C:16]1[CH:21]=[CH:20][CH:19]=[CH:18][C:17]=1[C@@H:22]([NH2:25])[CH2:23][CH3:24], predict the reaction product. The product is: [Cl:15][C:16]1[CH:21]=[CH:20][CH:19]=[CH:18][C:17]=1[C@@H:22]([NH:25][C:11]([C:8]1[CH:9]=[C:10]2[C:5](=[CH:6][CH:7]=1)[NH:4][N:3]=[C:2]2[I:1])=[O:13])[CH2:23][CH3:24]. (2) Given the reactants F[C:2]1[C:7]([O:8][C:9](=[O:14])[C:10]([CH3:13])([CH3:12])[CH3:11])=[CH:6][N:5]=[C:4]2[NH:15][CH:16]=[C:17]([N+:18]([O-:20])=[O:19])[C:3]=12.[C:21]([O:25][C:26](=[O:34])[NH:27][C@@H:28]1[CH2:33][CH2:32][CH2:31][NH:30][CH2:29]1)([CH3:24])([CH3:23])[CH3:22].CCN(C(C)C)C(C)C, predict the reaction product. The product is: [C:21]([O:25][C:26]([NH:27][C@@H:28]1[CH2:33][CH2:32][CH2:31][N:30]([C:2]2[C:7]([O:8][C:9](=[O:14])[C:10]([CH3:13])([CH3:12])[CH3:11])=[CH:6][N:5]=[C:4]3[NH:15][CH:16]=[C:17]([N+:18]([O-:20])=[O:19])[C:3]=23)[CH2:29]1)=[O:34])([CH3:24])([CH3:22])[CH3:23]. (3) The product is: [F:1][C:2]1[CH:3]=[CH:4][C:5]([C:8]2[CH:9]=[N:10][N:11]3[CH2:16][CH:15]([CH3:17])[NH:14][CH2:13][C:12]=23)=[CH:6][CH:7]=1. Given the reactants [F:1][C:2]1[CH:7]=[CH:6][C:5]([C:8]2[CH:9]=[N:10][N:11]3[CH2:16][CH:15]([CH3:17])[N:14](C(OC(C)(C)C)=O)[CH2:13][C:12]=23)=[CH:4][CH:3]=1, predict the reaction product. (4) Given the reactants CO[C:3]([C:5]1[N:6]=[CH:7][C:8]2[C:13]([C:14]=1[OH:15])=[CH:12][CH:11]=[C:10]([O:16][C:17]1[CH:22]=[CH:21][C:20]([O:23][CH3:24])=[CH:19][CH:18]=1)[CH:9]=2)=[O:4].[NH2:25][CH2:26][C@H:27]([OH:31])[C:28]([OH:30])=[O:29].C[O-].[Na+].CO, predict the reaction product. The product is: [OH:31][C@@H:27]([CH2:26][NH:25][C:3]([C:5]1[N:6]=[CH:7][C:8]2[C:13]([C:14]=1[OH:15])=[CH:12][CH:11]=[C:10]([O:16][C:17]1[CH:22]=[CH:21][C:20]([O:23][CH3:24])=[CH:19][CH:18]=1)[CH:9]=2)=[O:4])[C:28]([OH:30])=[O:29]. (5) Given the reactants [CH:1]([C:3]1[CH:17]=[CH:16][C:6]([O:7][C:8]2[S:12][C:11]([C:13]([NH2:15])=[O:14])=[CH:10][CH:9]=2)=[CH:5][CH:4]=1)=O.[CH2:18]([NH2:23])[CH2:19][CH:20]([CH3:22])[CH3:21].[BH4-].[Na+], predict the reaction product. The product is: [CH3:21][CH:20]([CH3:22])[CH2:19][CH2:18][NH:23][CH2:1][C:3]1[CH:17]=[CH:16][C:6]([O:7][C:8]2[S:12][C:11]([C:13]([NH2:15])=[O:14])=[CH:10][CH:9]=2)=[CH:5][CH:4]=1.